This data is from Catalyst prediction with 721,799 reactions and 888 catalyst types from USPTO. The task is: Predict which catalyst facilitates the given reaction. Reactant: Cl.[O:2]1[CH2:6][CH2:5][CH:4]([CH2:7][NH2:8])[CH2:3]1.C(N(CC)CC)C.[O:16]1[C:21]2[CH:22]=[CH:23][CH:24]=[CH:25][C:20]=2[O:19][CH2:18][CH:17]1[CH2:26][O:27][CH2:28][C:29]1[O:33][N:32]=[C:31]([C:34](O)=[O:35])[CH:30]=1.ON1C2C=CC=CC=2N=N1.Cl.C(N=C=NCCCN(C)C)C.Cl. Product: [O:2]1[CH2:6][CH2:5][CH:4]([CH2:7][NH:8][C:34]([C:31]2[CH:30]=[C:29]([CH2:28][O:27][CH2:26][CH:17]3[O:16][C:21]4[CH:22]=[CH:23][CH:24]=[CH:25][C:20]=4[O:19][CH2:18]3)[O:33][N:32]=2)=[O:35])[CH2:3]1. The catalyst class is: 22.